From a dataset of Full USPTO retrosynthesis dataset with 1.9M reactions from patents (1976-2016). Predict the reactants needed to synthesize the given product. (1) The reactants are: [H-].[H-].[H-].[H-].[Li+].[Al+3].C[O:8][C:9](=O)[C:10]1[C:15]([O:16][CH3:17])=[CH:14][C:13]([C:18]2[C:23]([CH2:24][CH3:25])=[CH:22][CH:21]=[CH:20][C:19]=2[CH2:26][CH3:27])=[N:12][C:11]=1[CH3:28].[O-]S([O-])(=O)=O.[Na+].[Na+].O. Given the product [CH2:26]([C:19]1[CH:20]=[CH:21][CH:22]=[C:23]([CH2:24][CH3:25])[C:18]=1[C:13]1[N:12]=[C:11]([CH3:28])[C:10]([CH2:9][OH:8])=[C:15]([O:16][CH3:17])[CH:14]=1)[CH3:27], predict the reactants needed to synthesize it. (2) Given the product [NH2:30][CH2:2][CH2:3][O:4][C:5]1[CH:10]=[CH:9][C:8]([N:11]2[CH:15]=[CH:14][N:13]([C:16]3[CH:21]=[CH:20][C:19]([O:22][C:23]4[CH:28]=[CH:27][CH:26]=[CH:25][CH:24]=4)=[CH:18][CH:17]=3)[C:12]2=[O:29])=[CH:7][CH:6]=1, predict the reactants needed to synthesize it. The reactants are: Br[CH2:2][CH2:3][O:4][C:5]1[CH:10]=[CH:9][C:8]([N:11]2[CH:15]=[CH:14][N:13]([C:16]3[CH:21]=[CH:20][C:19]([O:22][C:23]4[CH:28]=[CH:27][CH:26]=[CH:25][CH:24]=4)=[CH:18][CH:17]=3)[C:12]2=[O:29])=[CH:7][CH:6]=1.[NH3:30].[I-].[Na+]. (3) The reactants are: [CH2:1]([O:8][C:9]([N:11]1[CH2:15][CH:14]=[CH:13][C@H:12]1[C:16]([O:18][CH2:19][C:20]1[CH:25]=[CH:24][CH:23]=[CH:22][CH:21]=1)=[O:17])=[O:10])[C:2]1[CH:7]=[CH:6][CH:5]=[CH:4][CH:3]=1.C1C=C(Cl)C=C(C(OO)=[O:34])C=1.S(C1C(C)=CC(O)=C(C(C)(C)C)C=1)C1C(C)=CC(O)=C(C(C)(C)C)C=1. Given the product [CH2:19]([O:18][C:16]([C@H:12]1[N:11]([C:9]([O:8][CH2:1][C:2]2[CH:3]=[CH:4][CH:5]=[CH:6][CH:7]=2)=[O:10])[CH2:15][C@@H:14]2[C@H:13]1[O:34]2)=[O:17])[C:20]1[CH:25]=[CH:24][CH:23]=[CH:22][CH:21]=1, predict the reactants needed to synthesize it. (4) The reactants are: [F:1][C:2]1[CH:34]=[CH:33][C:5]([CH2:6][O:7][CH2:8][CH2:9][CH2:10][CH2:11][C@@H:12]([O:24][C:25]2[CH:30]=[CH:29][C:28]([F:31])=[C:27]([CH3:32])[CH:26]=2)[C:13]([N:15]2[C@@H](C(C)C)COC2=O)=[O:14])=[CH:4][C:3]=1[CH3:35].C[OH:37].NO.[C-]#N.[K+]. Given the product [F:1][C:2]1[CH:34]=[CH:33][C:5]([CH2:6][O:7][CH2:8][CH2:9][CH2:10][CH2:11][C@@H:12]([O:24][C:25]2[CH:30]=[CH:29][C:28]([F:31])=[C:27]([CH3:32])[CH:26]=2)[C:13]([NH:15][OH:37])=[O:14])=[CH:4][C:3]=1[CH3:35], predict the reactants needed to synthesize it. (5) Given the product [O:3]=[C:2]([C:4]1[CH:9]=[CH:8][C:7]([C:10]([F:11])([F:12])[F:13])=[CH:6][CH:5]=1)[CH2:1][C:20]([O:21][CH2:22][CH3:23])=[O:24], predict the reactants needed to synthesize it. The reactants are: [CH3:1][C:2]([C:4]1[CH:9]=[CH:8][C:7]([C:10]([F:13])([F:12])[F:11])=[CH:6][CH:5]=1)=[O:3].C(O)C.[H-].[Na+].Cl.[C:20](=O)([O-:24])[O:21][CH2:22][CH3:23]. (6) Given the product [Cl:1][C:2]1[C:7]([N+:8]([O-:10])=[O:9])=[C:6]([NH:11][C:13](=[O:14])[O:15][C:16]([CH3:19])([CH3:18])[CH3:17])[CH:5]=[C:4]([Cl:12])[N:3]=1, predict the reactants needed to synthesize it. The reactants are: [Cl:1][C:2]1[C:7]([N+:8]([O-:10])=[O:9])=[C:6]([NH2:11])[CH:5]=[C:4]([Cl:12])[N:3]=1.[C:13](O[C:13]([O:15][C:16]([CH3:19])([CH3:18])[CH3:17])=[O:14])([O:15][C:16]([CH3:19])([CH3:18])[CH3:17])=[O:14]. (7) Given the product [CH3:1][O:2][CH2:3][CH2:4][O:5][CH2:6][CH2:7][O:8][CH2:9][CH2:10][O:11][CH2:12][CH2:13][CH2:14][CH2:15][CH2:16][CH2:31][CH2:30][CH2:26][CH2:27][CH2:28][CH2:29][S:25][C:44](=[O:24])[CH3:49], predict the reactants needed to synthesize it. The reactants are: [CH3:1][O:2][CH2:3][CH2:4][O:5][CH2:6][CH2:7][O:8][CH2:9][CH2:10][O:11][CH2:12][CH2:13][CH2:14][CH2:15][CH2:16]CCCCC=C.C[OH:24].[S:25]1[CH:29]=[CH:28][CH:27]=[C:26]1[CH2:30][C:31](O)=O.Cl.Cl.N([C:44]([CH3:49])(C)C(N)=N)=NC(C)(C)C(N)=N. (8) The reactants are: [O:1]=[C:2]1[CH2:7][CH2:6][N:5]([C:8]([O:10][CH2:11][CH3:12])=[O:9])[CH2:4][CH2:3]1.[CH2:13]([Li])[CH2:14][CH2:15][CH3:16]. Given the product [CH2:13]([C:2]1([OH:1])[CH2:3][CH2:4][N:5]([C:8]([O:10][CH2:11][CH3:12])=[O:9])[CH2:6][CH2:7]1)[CH2:14][CH2:15][CH3:16], predict the reactants needed to synthesize it. (9) Given the product [Cl:8][C:6]1[N:5]=[N:4][C:3]([C:9]([O:11][CH2:12][CH3:13])=[O:10])=[C:2]([NH:14][C:15]2[CH:16]=[CH:17][CH:18]=[C:19]([C:21]([OH:24])([CH3:22])[CH3:23])[N:20]=2)[CH:7]=1, predict the reactants needed to synthesize it. The reactants are: Cl[C:2]1[CH:7]=[C:6]([Cl:8])[N:5]=[N:4][C:3]=1[C:9]([O:11][CH2:12][CH3:13])=[O:10].[NH2:14][C:15]1[N:20]=[C:19]([C:21]([OH:24])([CH3:23])[CH3:22])[CH:18]=[CH:17][CH:16]=1.